Dataset: Catalyst prediction with 721,799 reactions and 888 catalyst types from USPTO. Task: Predict which catalyst facilitates the given reaction. (1) Reactant: [CH3:1][O:2][C:3]1[CH:4]=[C:5]([N:12]2[CH2:17][CH2:16][C:15](=O)[CH2:14][CH2:13]2)[CH:6]=[CH:7][C:8]=1[N+:9]([O-:11])=[O:10].[CH:19]1([NH2:22])[CH2:21][CH2:20]1.C(O[BH-](OC(=O)C)OC(=O)C)(=O)C.[Na+].C1COCC1. Product: [CH:19]1([NH:22][CH:15]2[CH2:16][CH2:17][N:12]([C:5]3[CH:6]=[CH:7][C:8]([N+:9]([O-:11])=[O:10])=[C:3]([O:2][CH3:1])[CH:4]=3)[CH2:13][CH2:14]2)[CH2:21][CH2:20]1. The catalyst class is: 26. (2) Reactant: [Cl:1][C:2]1[CH:3]=[CH:4][C:5]([O:15][CH2:16][C:17]([N:19]2[CH2:24][CH2:23][N:22]([CH2:25][C:26]3[CH:31]=[CH:30][C:29]([F:32])=[CH:28][CH:27]=3)[CH2:21][CH:20]2[CH3:33])=[O:18])=[C:6]([N:8]([C:13]#[N:14])[C:9](=[NH:12])SC)[CH:7]=1.[OH-].[NH4+:35]. Product: [Cl:1][C:2]1[CH:3]=[CH:4][C:5]([O:15][CH2:16][C:17]([N:19]2[CH2:24][CH2:23][N:22]([CH2:25][C:26]3[CH:31]=[CH:30][C:29]([F:32])=[CH:28][CH:27]=3)[CH2:21][C@H:20]2[CH3:33])=[O:18])=[C:6]([N:8]([C:13]#[N:14])[C:9]([NH2:35])=[NH:12])[CH:7]=1. The catalyst class is: 14. (3) Reactant: [H-].[Na+].[I:3][C:4]1[CH:5]=[C:6]2[C:10](=[CH:11][CH:12]=1)[NH:9][C:8](=[O:13])[C:7]2=[O:14].[CH2:15](Br)[C:16]1[CH:21]=[CH:20][CH:19]=[CH:18][CH:17]=1. Product: [I:3][C:4]1[CH:5]=[C:6]2[C:10](=[CH:11][CH:12]=1)[N:9]([CH2:15][C:16]1[CH:21]=[CH:20][CH:19]=[CH:18][CH:17]=1)[C:8](=[O:13])[C:7]2=[O:14]. The catalyst class is: 9. (4) Reactant: [C:1]1([CH2:7][N:8]2[CH2:12][CH2:11][C@@H:10]([NH2:13])[CH2:9]2)[CH:6]=[CH:5][CH:4]=[CH:3][CH:2]=1.[C:14](OC(=O)C)(=[O:16])[CH3:15]. Product: [C:1]1([CH2:7][N:8]2[CH2:12][CH2:11][C@@H:10]([NH:13][C:14](=[O:16])[CH3:15])[CH2:9]2)[CH:2]=[CH:3][CH:4]=[CH:5][CH:6]=1. The catalyst class is: 4. (5) Reactant: F[C:2]1[C:7]([CH:8]2[CH2:14][CH2:13][CH2:12][O:11][CH2:10][CH2:9]2)=[CH:6][CH:5]=[CH:4][N:3]=1.[NH:15]1[C:19]2[CH:20]=[CH:21][CH:22]=[CH:23][C:18]=2[N:17]=[C:16]1[C:24]([C:26]1[CH:31]=[CH:30][C:29]([OH:32])=[CH:28][CH:27]=1)=[O:25].C(=O)([O-])[O-].[Cs+].[Cs+]. Product: [NH:15]1[C:19]2[CH:20]=[CH:21][CH:22]=[CH:23][C:18]=2[N:17]=[C:16]1[C:24]([C:26]1[CH:31]=[CH:30][C:29]([O:32][C:2]2[C:7]([CH:8]3[CH2:14][CH2:13][CH2:12][O:11][CH2:10][CH2:9]3)=[CH:6][CH:5]=[CH:4][N:3]=2)=[CH:28][CH:27]=1)=[O:25]. The catalyst class is: 179. (6) Reactant: [Cl:1][C:2]1[CH:3]=[C:4]([C@H:9]2[C:18]3[C:13](=[CH:14][CH:15]=[CH:16][CH:17]=3)[CH2:12][C@@H:11]([CH:19]([NH:21]C(=O)OC(C)(C)C)[CH3:20])[CH2:10]2)[CH:5]=[CH:6][C:7]=1[Cl:8].C(O)(C(F)(F)F)=O. Product: [Cl:1][C:2]1[CH:3]=[C:4]([C@H:9]2[C:18]3[C:13](=[CH:14][CH:15]=[CH:16][CH:17]=3)[CH2:12][C@@H:11]([CH:19]([NH2:21])[CH3:20])[CH2:10]2)[CH:5]=[CH:6][C:7]=1[Cl:8]. The catalyst class is: 2. (7) Reactant: [Cl:1][C:2]1[C:3]([CH2:14][CH3:15])=[C:4]([Cl:13])[C:5]2[O:10][CH2:9][C:8](=[O:11])[NH:7][C:6]=2[CH:12]=1.C([O-])([O-])=O.[Cs+].[Cs+].[Cl:22][CH2:23][CH2:24][CH2:25]I. Product: [Cl:1][C:2]1[C:3]([CH2:14][CH3:15])=[C:4]([Cl:13])[C:5]2[O:10][CH2:9][C:8](=[O:11])[N:7]([CH2:25][CH2:24][CH2:23][Cl:22])[C:6]=2[CH:12]=1. The catalyst class is: 243.